From a dataset of Reaction yield outcomes from USPTO patents with 853,638 reactions. Predict the reaction yield, written as a fraction of the theoretical maximum amount of product (1.0 means a 100% yield; for example, 0.34 means a 34% yield). (1) The reactants are Br[C:2]1[CH:3]=[C:4]([CH:8]([C:23]2([OH:29])[CH2:28][CH2:27][CH2:26][CH2:25][CH2:24]2)[CH2:9][N:10]2[CH2:15][CH2:14][N:13]([C:16]([O:18][C:19]([CH3:22])([CH3:21])[CH3:20])=[O:17])[CH2:12][CH2:11]2)[CH:5]=[CH:6][CH:7]=1.[CH3:30][N:31](C)C=O. The catalyst is [C-]#N.[Zn+2].[C-]#N.C1C=CC(/C=C/C(/C=C/C2C=CC=CC=2)=O)=CC=1.C1C=CC(/C=C/C(/C=C/C2C=CC=CC=2)=O)=CC=1.C1C=CC(/C=C/C(/C=C/C2C=CC=CC=2)=O)=CC=1.[Pd].[Pd].C1(P(C2C=CC=CC=2)[C-]2C=CC=C2)C=CC=CC=1.[C-]1(P(C2C=CC=CC=2)C2C=CC=CC=2)C=CC=C1.[Fe+2].[Zn]. The product is [C:30]([C:2]1[CH:3]=[C:4]([CH:8]([C:23]2([OH:29])[CH2:24][CH2:25][CH2:26][CH2:27][CH2:28]2)[CH2:9][N:10]2[CH2:15][CH2:14][N:13]([C:16]([O:18][C:19]([CH3:20])([CH3:22])[CH3:21])=[O:17])[CH2:12][CH2:11]2)[CH:5]=[CH:6][CH:7]=1)#[N:31]. The yield is 0.840. (2) The product is [OH:8][C:9]1[CH:10]=[C:11]2[C:15](=[CH:16][CH:17]=1)[NH:14][C:13]([CH2:18][CH:19]([CH2:24][C:25]1[CH:26]=[CH:27][CH:28]=[CH:29][CH:30]=1)[C:20]([O:22][CH3:23])=[O:21])=[CH:12]2. The catalyst is C(O)C.[Pd]. The yield is 1.00. The reactants are C([O:8][C:9]1[CH:10]=[C:11]2[C:15](=[CH:16][CH:17]=1)[NH:14][C:13]([CH2:18][CH:19]([CH2:24][C:25]1[CH:30]=[CH:29][CH:28]=[CH:27][CH:26]=1)[C:20]([O:22][CH3:23])=[O:21])=[CH:12]2)C1C=CC=CC=1. (3) The reactants are [CH3:1][C:2]1[C:14]([C:15]([CH3:18])([CH3:17])[CH3:16])=[CH:13][C:12]2[C:11]3[C:6](=[CH:7][C:8]([CH3:23])=[C:9]([C:19]([CH3:22])([CH3:21])[CH3:20])[CH:10]=3)[CH2:5][C:4]=2[CH:3]=1.[CH2:24]([Li])[CH2:25][CH2:26][CH3:27].[CH2:29]([C:33]([CH2:39][CH2:40][CH2:41][CH3:42])=C1C=CC=C1)[CH2:30][CH2:31][CH3:32].Cl.O1CCC[CH2:45]1. The catalyst is C(OCC)C.CCCCCC. The product is [CH2:39]([C:33]([CH2:29][CH2:30][CH2:31][CH3:32])=[C:10]1[C:11]2[C:6]([CH:5]=[C:4]3[C:12]=2[CH:13]=[C:14]([C:15]([CH3:16])([CH3:17])[CH3:18])[C:2]([CH3:1])=[CH:3]3)=[C:7]([CH:24]2[CH:45]=[CH:27][CH:26]=[CH:25]2)[C:8]([CH3:23])=[C:9]1[C:19]([CH3:22])([CH3:21])[CH3:20])[CH2:40][CH2:41][CH3:42]. The yield is 0.500. (4) The reactants are [NH:1]1[C:5]2[CH:6]=[CH:7][CH:8]=[CH:9][C:4]=2[N:3]=[C:2]1[CH2:10][N:11]([CH2:22][C:23]1[CH:30]=[CH:29][C:26]([CH:27]=O)=[CH:25][CH:24]=1)[CH:12]1[C:21]2[N:20]=[CH:19][CH:18]=[CH:17][C:16]=2[CH2:15][CH2:14][CH2:13]1.[CH3:31][NH:32][CH3:33].[BH-](OC(C)=O)(OC(C)=O)OC(C)=O.[Na+]. The catalyst is C(Cl)Cl. The product is [NH:1]1[C:5]2[CH:6]=[CH:7][CH:8]=[CH:9][C:4]=2[N:3]=[C:2]1[CH2:10][N:11]([CH2:22][C:23]1[CH:30]=[CH:29][C:26]([CH2:27][N:32]([CH3:33])[CH3:31])=[CH:25][CH:24]=1)[CH:12]1[C:21]2[N:20]=[CH:19][CH:18]=[CH:17][C:16]=2[CH2:15][CH2:14][CH2:13]1. The yield is 0.430. (5) The reactants are [Br:1][C:2]1[N:3]([CH2:17][C:18]2[CH:23]=[CH:22][C:21]([OH:24])=[CH:20][CH:19]=2)[C:4]2[C:9]([N:10]=1)=[C:8]([NH2:11])[N:7]=[C:6]([O:12][CH2:13][CH2:14][CH2:15][CH3:16])[N:5]=2.C(=O)([O-])[O-].[K+].[K+].Br[CH2:32][C:33]([O:35][CH2:36][CH3:37])=[O:34]. The catalyst is CN(C=O)C. The product is [Br:1][C:2]1[N:3]([CH2:17][C:18]2[CH:19]=[CH:20][C:21]([O:24][CH2:32][C:33]([O:35][CH2:36][CH3:37])=[O:34])=[CH:22][CH:23]=2)[C:4]2[C:9]([N:10]=1)=[C:8]([NH2:11])[N:7]=[C:6]([O:12][CH2:13][CH2:14][CH2:15][CH3:16])[N:5]=2. The yield is 0.960. (6) The reactants are [Cl:1][C:2]1[CH:23]=[C:22]([C:24]([F:27])([F:26])[F:25])[CH:21]=[C:20]([Cl:28])[C:3]=1[CH2:4][C:5]1[N:9]([CH3:10])[C:8]2[C:11]([C:15]([CH2:18][CH3:19])=[CH:16][CH3:17])=[CH:12][CH:13]=[CH:14][C:7]=2[N:6]=1.[C:29]([OH:32])(=[O:31])[CH3:30].C(=O)(O)[O-].[Na+].ClC1C=C(C(F)(F)F)C=C(Cl)C=1CC1N(C)C2C(C(CC)C(O)C)=CC=CC=2N=1. The catalyst is O1CCCC1. The product is [C:29]([O:32][CH:16]([CH3:17])[CH:15]([C:11]1[C:8]2[N:9]([CH3:10])[C:5]([CH2:4][C:3]3[C:2]([Cl:1])=[CH:23][C:22]([C:24]([F:27])([F:26])[F:25])=[CH:21][C:20]=3[Cl:28])=[N:6][C:7]=2[CH:14]=[CH:13][CH:12]=1)[CH2:18][CH3:19])(=[O:31])[CH3:30]. The yield is 0.250. (7) The reactants are C([C@@H]1COC(=O)N1[C:14](=[O:40])[C@H:15]([CH2:32][C:33]1[CH:38]=[CH:37][C:36]([CH3:39])=[CH:35][CH:34]=1)[C@@H:16]([O:27][CH2:28][C:29]([CH3:31])=[CH2:30])[C@@H:17]([O:19][CH2:20][C:21]1[CH:26]=[CH:25][CH:24]=[CH:23][CH:22]=1)[CH3:18])C1C=CC=CC=1.[BH4-].[Li+]. The catalyst is C1COCC1. The product is [CH2:20]([O:19][C@@H:17]([CH3:18])[C@H:16]([O:27][CH2:28][C:29]([CH3:31])=[CH2:30])[C@@H:15]([CH2:32][C:33]1[CH:34]=[CH:35][C:36]([CH3:39])=[CH:37][CH:38]=1)[CH2:14][OH:40])[C:21]1[CH:22]=[CH:23][CH:24]=[CH:25][CH:26]=1. The yield is 0.480. (8) The reactants are C1(C[O:8][C:9]2[CH:10]=[C:11]3[C:15](=[CH:16][CH:17]=2)[N:14]([C:18]([O:20][C:21]([CH3:24])([CH3:23])[CH3:22])=[O:19])[C:13]([C:25]([O:27][CH2:28][CH3:29])=[O:26])=[CH:12]3)C=CC=CC=1.C([O-])=O.[NH4+]. The catalyst is [Pd]. The product is [OH:8][C:9]1[CH:10]=[C:11]2[C:15](=[CH:16][CH:17]=1)[N:14]([C:18]([O:20][C:21]([CH3:22])([CH3:23])[CH3:24])=[O:19])[C:13]([C:25]([O:27][CH2:28][CH3:29])=[O:26])=[CH:12]2. The yield is 0.960. (9) The reactants are Cl.[NH2:2][C:3]1[N:8]=[C:7]([CH2:9][N:10]2[C:18]3[C:13](=[CH:14][CH:15]=[C:16]([OH:19])[CH:17]=3)[CH:12]=[C:11]2[C:20]2[CH:25]=[CH:24][CH:23]=[CH:22][C:21]=2[Cl:26])[CH:6]=[CH:5][CH:4]=1.Br[CH2:28][CH2:29][CH2:30][C:31]#[N:32].C([O-])([O-])=O.[Cs+].[Cs+]. The catalyst is CN(C=O)C. The product is [NH2:2][C:3]1[N:8]=[C:7]([CH2:9][N:10]2[C:18]3[C:13](=[CH:14][CH:15]=[C:16]([O:19][CH2:28][CH2:29][CH2:30][C:31]#[N:32])[CH:17]=3)[CH:12]=[C:11]2[C:20]2[CH:25]=[CH:24][CH:23]=[CH:22][C:21]=2[Cl:26])[CH:6]=[CH:5][CH:4]=1. The yield is 0.480. (10) The reactants are [C:1]([O:5][C:6]([N:8]1[CH2:12][CH2:11][CH2:10][C@H:9]1[C:13]1[NH:14][C:15]([C:18]2[CH:19]=[N:20][C:21]([C:24]3[CH:29]=[CH:28][C:27]([C:30]4[NH:31][C:32]([C@@H:35]5[CH2:39][CH2:38][CH2:37][N:36]5C(OCC5C=CC=CC=5)=O)=[N:33][CH:34]=4)=[CH:26][CH:25]=3)=[N:22][CH:23]=2)=[CH:16][N:17]=1)=[O:7])([CH3:4])([CH3:3])[CH3:2].C([O-])([O-])=O.[K+].[K+].O. The catalyst is CO.[Pd]. The product is [C:1]([O:5][C:6]([N:8]1[CH2:12][CH2:11][CH2:10][C@H:9]1[C:13]1[NH:14][C:15]([C:18]2[CH:23]=[N:22][C:21]([C:24]3[CH:29]=[CH:28][C:27]([C:30]4[NH:31][C:32]([C@@H:35]5[CH2:39][CH2:38][CH2:37][NH:36]5)=[N:33][CH:34]=4)=[CH:26][CH:25]=3)=[N:20][CH:19]=2)=[CH:16][N:17]=1)=[O:7])([CH3:4])([CH3:2])[CH3:3]. The yield is 0.560.